This data is from Peptide-MHC class I binding affinity with 185,985 pairs from IEDB/IMGT. The task is: Regression. Given a peptide amino acid sequence and an MHC pseudo amino acid sequence, predict their binding affinity value. This is MHC class I binding data. (1) The peptide sequence is VMSELFDTL. The MHC is HLA-A01:01 with pseudo-sequence HLA-A01:01. The binding affinity (normalized) is 0.0847. (2) The peptide sequence is ATVKGMQSY. The MHC is HLA-B18:01 with pseudo-sequence HLA-B18:01. The binding affinity (normalized) is 0.213. (3) The peptide sequence is TPLVQPVGAL. The MHC is HLA-B35:01 with pseudo-sequence HLA-B35:01. The binding affinity (normalized) is 0.208. (4) The peptide sequence is YDRLASTVI. The MHC is HLA-A26:01 with pseudo-sequence HLA-A26:01. The binding affinity (normalized) is 0.0847. (5) The peptide sequence is LYSFALMLI. The MHC is HLA-A11:01 with pseudo-sequence HLA-A11:01. The binding affinity (normalized) is 0.213. (6) The peptide sequence is EENLLDFVRF. The MHC is Mamu-A11 with pseudo-sequence Mamu-A11. The binding affinity (normalized) is 0.